The task is: Regression. Given a target protein amino acid sequence and a drug SMILES string, predict the binding affinity score between them. We predict KIBA score (integrated kinase binding score). Dataset: kiba.. This data is from Kinase inhibitor bioactivity data combining Ki, Kd, and IC50 measurements. (1) The small molecule is Cc1nc2ccc(NS(=O)(=O)c3ccc(N)cc3)cc2nc1C. The target protein (Q13976) has sequence MSELEEDFAKILMLKEERIKELEKRLSEKEEEIQELKRKLHKCQSVLPVPSTHIGPRTTRAQGISAEPQTYRSFHDLRQAFRKFTKSERSKDLIKEAILDNDFMKNLELSQIQEIVDCMYPVEYGKDSCIIKEGDVGSLVYVMEDGKVEVTKEGVKLCTMGPGKVFGELAILYNCTRTATVKTLVNVKLWAIDRQCFQTIMMRTGLIKHTEYMEFLKSVPTFQSLPEEILSKLADVLEETHYENGEYIIRQGARGDTFFIISKGTVNVTREDSPSEDPVFLRTLGKGDWFGEKALQGEDVRTANVIAAEAVTCLVIDRDSFKHLIGGLDDVSNKAYEDAEAKAKYEAEAAFFANLKLSDFNIIDTLGVGGFGRVELVQLKSEESKTFAMKILKKRHIVDTRQQEHIRSEKQIMQGAHSDFIVRLYRTFKDSKYLYMLMEACLGGELWTILRDRGSFEDSTTRFYTACVVEAFAYLHSKGIIYRDLKPENLILDHRGYAKL.... The KIBA score is 11.8. (2) The compound is COc1ccc(C(=O)Nc2cnc3[nH]cc(-c4ccccc4)c3c2)cc1. The target protein (Q13188) has sequence MEQPPAPKSKLKKLSEDSLTKQPEEVFDVLEKLGEGSYGSVFKAIHKESGQVVAIKQVPVESDLQEIIKEISIMQQCDSPYVVKYYGSYFKNTDLWIVMEYCGAGSVSDIIRLRNKTLIEDEIATILKSTLKGLEYLHFMRKIHRDIKAGNILLNTEGHAKLADFGVAGQLTDTMAKRNTVIGTPFWMAPEVIQEIGYNCVADIWSLGITSIEMAEGKPPYADIHPMRAIFMIPTNPPPTFRKPELWSDDFTDFVKKCLVKNPEQRATATQLLQHPFIKNAKPVSILRDLITEAMEIKAKRHEEQQRELEEEEENSDEDELDSHTMVKTSVESVGTMRATSTMSEGAQTMIEHNSTMLESDLGTMVINSEDEEEEDGTMKRNATSPQVQRPSFMDYFDKQDFKNKSHENCNQNMHEPFPMSKNVFPDNWKVPQDGDFDFLKNLSLEELQMRLKALDPMMEREIEELRQRYTAKRQPILDAMDAKKRRQQNF. The KIBA score is 12.6.